Predict the product of the given reaction. From a dataset of Forward reaction prediction with 1.9M reactions from USPTO patents (1976-2016). (1) Given the reactants [CH:1]#[C:2]C.C=C=C.[CH3:7][C:8]([CH3:15])=[CH:9][CH2:10][CH2:11][C:12](=[O:14])[CH3:13].C#C, predict the reaction product. The product is: [CH3:13][C:12]([OH:14])([CH2:11][CH2:10][CH:9]=[C:8]([CH3:15])[CH3:7])[C:1]#[CH:2]. (2) Given the reactants Cl[C:2]1[N:7]=[CH:6][C:5]([S:8]([N:11]([CH3:13])[CH3:12])(=[O:10])=[O:9])=[CH:4][CH:3]=1.O.[NH2:15][NH2:16], predict the reaction product. The product is: [NH:15]([C:2]1[N:7]=[CH:6][C:5]([S:8]([N:11]([CH3:13])[CH3:12])(=[O:10])=[O:9])=[CH:4][CH:3]=1)[NH2:16].